Dataset: Full USPTO retrosynthesis dataset with 1.9M reactions from patents (1976-2016). Task: Predict the reactants needed to synthesize the given product. (1) Given the product [O:27]=[C:23]1[C:24]2[C:20](=[CH:19][C:18]([C:2]3[CH:9]=[CH:8][C:5]([CH:6]=[O:7])=[CH:4][CH:3]=3)=[CH:26][CH:25]=2)[CH2:21][NH:22]1, predict the reactants needed to synthesize it. The reactants are: Br[C:2]1[CH:9]=[CH:8][C:5]([CH:6]=[O:7])=[CH:4][CH:3]=1.CC1(C)C(C)(C)OB([C:18]2[CH:19]=[C:20]3[C:24](=[CH:25][CH:26]=2)[C:23](=[O:27])[NH:22][CH2:21]3)O1. (2) Given the product [CH3:1][C:2]1([CH3:29])[O:7][CH2:6][CH2:5][N:4]([C:8]([N:10]2[CH2:15][CH:14]([C:16]3[CH:17]=[CH:18][C:19]([C:22]([F:24])([F:23])[F:25])=[CH:20][CH:21]=3)[CH2:13][CH:12]([C:26]3[O:27][N:36]=[C:33]([CH2:34][CH3:35])[N:32]=3)[CH2:11]2)=[O:9])[CH2:3]1, predict the reactants needed to synthesize it. The reactants are: [CH3:1][C:2]1([CH3:29])[O:7][CH2:6][CH2:5][N:4]([C:8]([N:10]2[CH2:15][CH:14]([C:16]3[CH:21]=[CH:20][C:19]([C:22]([F:25])([F:24])[F:23])=[CH:18][CH:17]=3)[CH2:13][CH:12]([C:26](O)=[O:27])[CH2:11]2)=[O:9])[CH2:3]1.Cl.O[N:32]=[C:33]([NH2:36])[CH2:34][CH3:35]. (3) Given the product [Br:1][C:2]1[CH:3]=[N:4][C:5]2[N:6]([N:8]=[C:9]([C:11]([N:15]3[CH2:16][CH2:17][C:18]4[C:23](=[CH:22][CH:21]=[CH:20][C:19]=4[NH:24][C:25](=[O:27])[CH3:26])[CH2:14]3)=[O:13])[CH:10]=2)[CH:7]=1, predict the reactants needed to synthesize it. The reactants are: [Br:1][C:2]1[CH:3]=[N:4][C:5]2[N:6]([N:8]=[C:9]([C:11]([OH:13])=O)[CH:10]=2)[CH:7]=1.[CH2:14]1[C:23]2[C:18](=[C:19]([NH:24][C:25](=[O:27])[CH3:26])[CH:20]=[CH:21][CH:22]=2)[CH2:17][CH2:16][NH:15]1. (4) Given the product [N:32]1([CH2:37][CH2:38][CH2:39][NH:40][C:3](=[O:5])[CH:2]([OH:1])[C:6]2[CH:7]=[CH:8][C:9]([C:12]3[N:16]=[C:15]([C:17]4[C:21]([C:22]([F:23])([F:25])[F:24])=[C:20]([C:26]5[CH:31]=[CH:30][CH:29]=[CH:28][CH:27]=5)[O:19][N:18]=4)[O:14][N:13]=3)=[CH:10][CH:11]=2)[CH:36]=[CH:35][N:34]=[CH:33]1.[C:75]([OH:76])([C:22]([F:25])([F:24])[F:23])=[O:48], predict the reactants needed to synthesize it. The reactants are: [OH:1][CH:2]([C:6]1[CH:11]=[CH:10][C:9]([C:12]2[N:16]=[C:15]([C:17]3[C:21]([C:22]([F:25])([F:24])[F:23])=[C:20]([C:26]4[CH:31]=[CH:30][CH:29]=[CH:28][CH:27]=4)[O:19][N:18]=3)[O:14][N:13]=2)=[CH:8][CH:7]=1)[C:3]([OH:5])=O.[N:32]1([CH2:37][CH2:38][CH2:39][NH2:40])[CH:36]=[CH:35][N:34]=[CH:33]1.CN(C([O:48]N1N=NC2C=CC=NC1=2)=[N+](C)C)C.F[P-](F)(F)(F)(F)F.CN1CCOCC1.CN([CH:75]=[O:76])C. (5) The reactants are: [C:1]1(=[O:27])[N:5]([CH2:6][C:7]2[CH:12]=[CH:11][CH:10]=[CH:9][C:8]=2[C:13]2[C:14]([C:19]([OH:21])=O)=[CH:15][CH:16]=[CH:17][CH:18]=2)[C:4](=[O:22])[C:3]2=[CH:23][CH:24]=[CH:25][CH:26]=[C:2]12.[N:28]1[CH:33]=[CH:32][CH:31]=[CH:30][C:29]=1[CH2:34][CH2:35][NH2:36].C1C=CC2N(O)N=NC=2C=1.CC(C)N=C=NC(C)C. Given the product [N:28]1[CH:33]=[CH:32][CH:31]=[CH:30][C:29]=1[CH2:34][CH2:35][NH:36][C:19]([C:14]1[C:13]([C:8]2[CH:9]=[CH:10][CH:11]=[CH:12][C:7]=2[CH2:6][N:5]2[C:4](=[O:22])[C:3]3=[CH:23][CH:24]=[CH:25][CH:26]=[C:2]3[C:1]2=[O:27])=[CH:18][CH:17]=[CH:16][CH:15]=1)=[O:21], predict the reactants needed to synthesize it. (6) Given the product [NH2:1][C:2]([C:3]1([CH:4]([NH:13][C:14](=[O:34])[C:15]2[CH:20]=[CH:19][CH:18]=[N:17][C:16]=2[N:21]2[CH:25]=[CH:24][C:23]([C:26]3[CH:31]=[CH:30][C:29]([Cl:32])=[CH:28][C:27]=3[Cl:33])=[N:22]2)[CH2:5][C:6]2[CH:11]=[CH:10][C:9]([F:12])=[CH:8][CH:7]=2)[O:40][CH2:39][CH2:38][O:35]1)=[O:36], predict the reactants needed to synthesize it. The reactants are: [NH2:1][C:2](=[O:36])[C:3](=[O:35])[CH:4]([NH:13][C:14](=[O:34])[C:15]1[CH:20]=[CH:19][CH:18]=[N:17][C:16]=1[N:21]1[CH:25]=[CH:24][C:23]([C:26]2[CH:31]=[CH:30][C:29]([Cl:32])=[CH:28][C:27]=2[Cl:33])=[N:22]1)[CH2:5][C:6]1[CH:11]=[CH:10][C:9]([F:12])=[CH:8][CH:7]=1.Br[CH2:38][CH2:39][OH:40].N12CCCN=C1CCCCC2.O. (7) The reactants are: [Cl:1][CH2:2][C:3]1[C:8]([O:9][CH3:10])=[C:7]([O:11][CH3:12])[CH:6]=[CH:5][N:4]=1.[SH:13][C:14]1[NH:15][C:16]2[CH:22]=[C:21]([O:23][CH:24]([F:26])[F:25])[CH:20]=[CH:19][C:17]=2[N:18]=1.ClC1C=CC=C(C(OO)=[O:35])C=1. Given the product [CH3:12][O:11][C:7]1[CH:6]=[CH:5][N:4]=[C:3]([CH2:2][S+:13]([O-:35])[C:14]2[NH:18][C:17]3[CH:19]=[CH:20][C:21]([O:23][CH:24]([F:25])[F:26])=[CH:22][C:16]=3[N:15]=2)[C:8]=1[O:9][CH3:10].[Cl:1][CH2:2][C:3]1[C:8]([O:9][CH3:10])=[C:7]([O:11][CH3:12])[CH:6]=[CH:5][N:4]=1, predict the reactants needed to synthesize it. (8) Given the product [Cl:1][C:2]1[C:3]([C:20]2[N:24]3[CH:25]=[CH:26][CH:27]=[CH:28][C:23]3=[N:22][CH:21]=2)=[N:4][C:5]([NH:8][C:9]2[CH:17]=[CH:16][C:12]([C:13]([N:29]3[CH2:34][CH2:33][NH:32][CH2:31][CH2:30]3)=[O:14])=[CH:11][C:10]=2[O:18][CH3:19])=[N:6][CH:7]=1, predict the reactants needed to synthesize it. The reactants are: [Cl:1][C:2]1[C:3]([C:20]2[N:24]3[CH:25]=[CH:26][CH:27]=[CH:28][C:23]3=[N:22][CH:21]=2)=[N:4][C:5]([NH:8][C:9]2[CH:17]=[CH:16][C:12]([C:13](O)=[O:14])=[CH:11][C:10]=2[O:18][CH3:19])=[N:6][CH:7]=1.[N:29]1(C(OC(C)(C)C)=O)[CH2:34][CH2:33][NH:32][CH2:31][CH2:30]1. (9) Given the product [NH2:38][CH:35]1[CH2:36][CH2:37][CH:32]([NH:31][CH2:30][C:29]([NH:28][CH:14]2[CH2:13][C:9]3[CH:10]=[CH:11][CH:12]=[C:7]([C:6]([OH:5])=[O:56])[C:8]=3[O:23][B:15]2[OH:16])=[O:53])[CH2:33][CH2:34]1, predict the reactants needed to synthesize it. The reactants are: C([O:5][C:6](=[O:56])[C:7]1[CH:12]=[CH:11][CH:10]=[C:9]([CH2:13][CH:14]([NH:28][C:29](=[O:53])[CH2:30][N:31](C(OC(C)(C)C)=O)[CH:32]2[CH2:37][CH2:36][CH:35]([NH:38]C(OC(C)(C)C)=O)[CH2:34][CH2:33]2)[B:15]2[O:23]C3C(C)(C4CC(C3)C4(C)C)[O:16]2)[C:8]=1OC)(C)(C)C.B(Cl)(Cl)Cl.